Dataset: Full USPTO retrosynthesis dataset with 1.9M reactions from patents (1976-2016). Task: Predict the reactants needed to synthesize the given product. (1) Given the product [Cl:13][C:11]1[C:10]([CH3:14])=[CH:9][N:8]=[C:7]([N:2]([CH3:1])[S:3]([CH3:15])(=[O:5])=[O:4])[N:12]=1, predict the reactants needed to synthesize it. The reactants are: [CH3:1][NH:2][SH:3](=[O:5])=[O:4].Cl[C:7]1[N:12]=[C:11]([Cl:13])[C:10]([CH3:14])=[CH:9][N:8]=1.[C:15](=O)([O-])[O-].[K+].[K+]. (2) Given the product [ClH:26].[N:4]1[NH:3][C:2](=[O:1])[C:25]2[C:6]3[C:5]=1[C:14]1[CH2:13][CH2:12][NH:11][CH2:10][C:9]=1[NH:8][C:7]=3[CH:22]=[CH:23][CH:24]=2, predict the reactants needed to synthesize it. The reactants are: [O:1]=[C:2]1[C:25]2[C:6]3=[C:7]([CH:22]=[CH:23][CH:24]=2)[NH:8][C:9]2[CH2:10][N:11](C(OC(C)(C)C)=O)[CH2:12][CH2:13][C:14]=2[C:5]3=[N:4][NH:3]1.[ClH:26]. (3) Given the product [Br:1][C:2]1[CH:7]=[CH:6][C:5]([C@@H:8]([N:10]2[CH2:15][CH2:14][C@:13]([CH2:16][CH2:17][O:18][Si:34]([C:37]([CH3:40])([CH3:39])[CH3:38])([CH3:36])[CH3:35])([C:19]3[CH:20]=[CH:21][C:22]([F:25])=[CH:23][CH:24]=3)[O:12][C:11]2=[O:26])[CH3:9])=[CH:4][CH:3]=1, predict the reactants needed to synthesize it. The reactants are: [Br:1][C:2]1[CH:7]=[CH:6][C:5]([C@@H:8]([N:10]2[CH2:15][CH2:14][C@@:13]([C:19]3[CH:24]=[CH:23][C:22]([F:25])=[CH:21][CH:20]=3)([CH2:16][CH2:17][OH:18])[O:12][C:11]2=[O:26])[CH3:9])=[CH:4][CH:3]=1.C(N(CC)CC)C.[Si:34](Cl)([C:37]([CH3:40])([CH3:39])[CH3:38])([CH3:36])[CH3:35]. (4) Given the product [F:11][C:3]1[C:2]([NH:1][S:26]([C:23]2[CH:22]=[CH:21][C:20]([C:19]([F:18])([F:30])[F:31])=[CH:25][CH:24]=2)(=[O:28])=[O:27])=[CH:10][CH:9]=[CH:8][C:4]=1[C:5]([OH:7])=[O:6], predict the reactants needed to synthesize it. The reactants are: [NH2:1][C:2]1[C:3]([F:11])=[C:4]([CH:8]=[CH:9][CH:10]=1)[C:5]([OH:7])=[O:6].N1C=CC=CC=1.[F:18][C:19]([F:31])([F:30])[C:20]1[CH:25]=[CH:24][C:23]([S:26](Cl)(=[O:28])=[O:27])=[CH:22][CH:21]=1.O. (5) Given the product [CH3:32][C:23]1[CH:24]=[C:25]([S:28]([CH3:31])(=[O:30])=[O:29])[CH:26]=[CH:27][C:22]=1[C:9]1[C:10]2[CH:17]=[C:16]([CH:18]=[O:19])[CH:15]=[CH:14][C:11]=2[S:12][CH:13]=1, predict the reactants needed to synthesize it. The reactants are: CC1(C)C(C)(C)OB([C:9]2[C:10]3[CH:17]=[C:16]([CH2:18][OH:19])[CH:15]=[CH:14][C:11]=3[S:12][CH:13]=2)O1.Br[C:22]1[CH:27]=[CH:26][C:25]([S:28]([CH3:31])(=[O:30])=[O:29])=[CH:24][C:23]=1[CH3:32].C([O-])([O-])=O.[Cs+].[Cs+]. (6) Given the product [C:39]([N:42]1[C:50]2[C:45](=[CH:46][C:47]([NH:51][C:7]3[N:8]=[CH:9][C:10]4=[C:2]([CH3:1])[N:3]=[C:4]([C:13]5[CH:18]=[CH:17][CH:16]=[CH:15][CH:14]=5)[N:5]4[N:6]=3)=[CH:48][CH:49]=2)[CH2:44][CH2:43]1)(=[O:41])[CH3:40], predict the reactants needed to synthesize it. The reactants are: [CH3:1][C:2]1[N:3]=[C:4]([C:13]2[CH:18]=[CH:17][CH:16]=[CH:15][CH:14]=2)[N:5]2[C:10]=1[CH:9]=[N:8][C:7](SC)=[N:6]2.CC1N=C(C2C=CC=CC=2)N2C=1C=NC(S(C)(=O)=O)=N2.[C:39]([N:42]1[C:50]2[C:45](=[CH:46][C:47]([NH2:51])=[CH:48][CH:49]=2)[CH2:44][CH2:43]1)(=[O:41])[CH3:40]. (7) Given the product [F:12][C:5]1[C:6]2[C:11](=[CH:10][CH:9]=[CH:8][CH:7]=2)[C:2]([C:26]([OH:44])([C:23]2[CH:22]=[CH:21][C:20]([O:19][CH3:18])=[CH:25][CH:24]=2)[C@@H:27]([C:31]2[CH:43]=[CH:42][C:34]([C:35]([O:37][C:38]([CH3:39])([CH3:41])[CH3:40])=[O:36])=[CH:33][CH:32]=2)[CH2:28][CH2:29][CH3:30])=[CH:3][CH:4]=1, predict the reactants needed to synthesize it. The reactants are: Br[C:2]1[C:11]2[C:6](=[CH:7][CH:8]=[CH:9][CH:10]=2)[C:5]([F:12])=[CH:4][CH:3]=1.[Li]CCCC.[CH3:18][O:19][C:20]1[CH:25]=[CH:24][C:23]([C:26](=[O:44])[C@@H:27]([C:31]2[CH:43]=[CH:42][C:34]([C:35]([O:37][C:38]([CH3:41])([CH3:40])[CH3:39])=[O:36])=[CH:33][CH:32]=2)[CH2:28][CH2:29][CH3:30])=[CH:22][CH:21]=1.